Dataset: Full USPTO retrosynthesis dataset with 1.9M reactions from patents (1976-2016). Task: Predict the reactants needed to synthesize the given product. (1) Given the product [Br:20][C:17]1[CH:18]=[CH:19][C:14]([O:13][C:8]2[CH:7]=[C:6]([CH2:5][C:4]([OH:28])=[O:3])[CH:11]=[C:10]([Cl:12])[CH:9]=2)=[C:15]([CH2:21][N:22]2[CH2:26][CH2:25][O:24][C:23]2=[O:27])[CH:16]=1, predict the reactants needed to synthesize it. The reactants are: C([O:3][C:4](=[O:28])[CH2:5][C:6]1[CH:11]=[C:10]([Cl:12])[CH:9]=[C:8]([O:13][C:14]2[CH:19]=[CH:18][C:17]([Br:20])=[CH:16][C:15]=2[CH2:21][N:22]2[CH2:26][CH2:25][O:24][C:23]2=[O:27])[CH:7]=1)C.[OH-].[Li+]. (2) The reactants are: [CH:1]([C:3]1[C:11]2[CH:10]=[CH:9][CH:8]=[CH:7][C:6]=2[N:5]2[CH2:12][CH2:13][N:14]([C:17]([O:19][C:20]([CH3:23])([CH3:22])[CH3:21])=[O:18])[CH2:15][CH2:16][C:4]=12)=O.C([O-])(=O)C.[NH4+].[N+:29]([CH3:32])([O-:31])=[O:30]. Given the product [N+:29](/[CH:32]=[CH:1]/[C:3]1[C:11]2[CH:10]=[CH:9][CH:8]=[CH:7][C:6]=2[N:5]2[CH2:12][CH2:13][N:14]([C:17]([O:19][C:20]([CH3:23])([CH3:22])[CH3:21])=[O:18])[CH2:15][CH2:16][C:4]=12)([O-:31])=[O:30], predict the reactants needed to synthesize it. (3) Given the product [CH3:19][N:11]([CH2:10][CH2:9][O:8][C:5]1[C:4]([C:20]([F:23])([F:22])[F:21])=[CH:3][C:2]([B:24]2[O:28][C:27]([CH3:30])([CH3:29])[C:26]([CH3:32])([CH3:31])[O:25]2)=[CH:7][N:6]=1)[C:12](=[O:18])[O:13][C:14]([CH3:17])([CH3:16])[CH3:15], predict the reactants needed to synthesize it. The reactants are: Br[C:2]1[CH:3]=[C:4]([C:20]([F:23])([F:22])[F:21])[C:5]([O:8][CH2:9][CH2:10][N:11]([CH3:19])[C:12](=[O:18])[O:13][C:14]([CH3:17])([CH3:16])[CH3:15])=[N:6][CH:7]=1.[B:24]1([B:24]2[O:28][C:27]([CH3:30])([CH3:29])[C:26]([CH3:32])([CH3:31])[O:25]2)[O:28][C:27]([CH3:30])([CH3:29])[C:26]([CH3:32])([CH3:31])[O:25]1.C([O-])(=O)C.[K+].